This data is from PAMPA (Parallel Artificial Membrane Permeability Assay) permeability data from NCATS. The task is: Regression/Classification. Given a drug SMILES string, predict its absorption, distribution, metabolism, or excretion properties. Task type varies by dataset: regression for continuous measurements (e.g., permeability, clearance, half-life) or binary classification for categorical outcomes (e.g., BBB penetration, CYP inhibition). Dataset: pampa_ncats. (1) The drug is C1=CC=C(C=C1)NC2=NC3=CC=CC=C3C(=N2)NCC4=CC=CO4.Cl. The result is 1 (high permeability). (2) The drug is CC1=C(NC(=C1C(=O)C)C)C(=O)NC2=CC(=CC=C2)[S+](=O)(NC3=CC=CC=N3)[O-]. The result is 1 (high permeability). (3) The molecule is C1=CC=C2C(=C1)/C(=C/C3=CC=NC4=CC=CC=C34)/C(=O)N2. The result is 1 (high permeability).